This data is from Full USPTO retrosynthesis dataset with 1.9M reactions from patents (1976-2016). The task is: Predict the reactants needed to synthesize the given product. (1) Given the product [C:31]([O:35][C:36]([N:38]1[CH2:39][C@@H:40]([C:54]2[CH:59]=[CH:58][CH:57]=[C:56]([C:60](=[O:61])[NH:73][C:71]3[S:72][C:66]4[CH2:65][N:64]([CH3:63])[CH2:69][CH2:68][C:67]=4[N:70]=3)[CH:55]=2)[C@H:41]([C:43](=[O:53])[NH:44][C:45]2[CH:50]=[CH:49][CH:48]=[C:47]([C:51]#[N:52])[CH:46]=2)[CH2:42]1)=[O:37])([CH3:33])([CH3:34])[CH3:32], predict the reactants needed to synthesize it. The reactants are: CN(C)CCCN=C=NCC.OC1C2N=NNC=2C=CC=1.C(N(CC)C(C)C)(C)C.[C:31]([O:35][C:36]([N:38]1[CH2:42][C@@H:41]([C:43](=[O:53])[NH:44][C:45]2[CH:50]=[CH:49][CH:48]=[C:47]([C:51]#[N:52])[CH:46]=2)[C@H:40]([C:54]2[CH:59]=[CH:58][CH:57]=[C:56]([C:60](O)=[O:61])[CH:55]=2)[CH2:39]1)=[O:37])([CH3:34])([CH3:33])[CH3:32].[CH3:63][N:64]1[CH2:69][CH2:68][C:67]2[N:70]=[C:71]([NH2:73])[S:72][C:66]=2[CH2:65]1. (2) The reactants are: Cl[C:2]1[C:6]2[CH:7]=[C:8]([CH3:11])[CH:9]=[CH:10][C:5]=2[O:4][N:3]=1.[NH:12]1[CH2:17][CH2:16][NH:15][CH2:14][CH2:13]1.C1CCN2C(=NCCC2)CC1. Given the product [N:12]1([C:2]2[C:6]3[CH:7]=[C:8]([CH3:11])[CH:9]=[CH:10][C:5]=3[O:4][N:3]=2)[CH2:17][CH2:16][NH:15][CH2:14][CH2:13]1, predict the reactants needed to synthesize it. (3) Given the product [CH2:12]([S:14][C:15]1[CH:23]=[CH:22][CH:21]=[CH:20][C:16]=1[C:17]([NH:1][C:2]1[CH:7]=[CH:6][C:5]([C:8]([F:9])([F:11])[F:10])=[CH:4][N:3]=1)=[O:18])[CH3:13], predict the reactants needed to synthesize it. The reactants are: [NH2:1][C:2]1[CH:7]=[CH:6][C:5]([C:8]([F:11])([F:10])[F:9])=[CH:4][N:3]=1.[CH2:12]([S:14][C:15]1[CH:23]=[CH:22][CH:21]=[CH:20][C:16]=1[C:17](O)=[O:18])[CH3:13].CCN=C=NCCCN(C)C.Cl.C1C=CC2N(O)N=NC=2C=1.C(=O)(O)[O-].[Na+]. (4) Given the product [CH:14]1([C:2]2[CH:7]=[CH:6][N:5]=[C:4]([CH2:8][C:9]([O:11][CH3:12])=[O:10])[CH:3]=2)[CH2:16][CH2:15]1, predict the reactants needed to synthesize it. The reactants are: Br[C:2]1[CH:7]=[CH:6][N:5]=[C:4]([CH2:8][C:9]([O:11][CH3:12])=[O:10])[CH:3]=1.[Br-].[CH:14]1([Zn+])[CH2:16][CH2:15]1.C1COCC1. (5) Given the product [Cl:1][C:2]1[CH:3]=[C:4]([N:8]2[C:9](=[O:17])[C:10]([C:11]3[CH:12]=[CH:13][CH:14]=[CH:15][CH:16]=3)=[C:22]([OH:23])[C:21]2=[O:20])[CH:5]=[CH:6][CH:7]=1, predict the reactants needed to synthesize it. The reactants are: [Cl:1][C:2]1[CH:3]=[C:4]([NH:8][C:9](=[O:17])[CH2:10][C:11]2[CH:16]=[CH:15][CH:14]=[CH:13][CH:12]=2)[CH:5]=[CH:6][CH:7]=1.C([O:20][C:21](=O)[C:22](OCC)=[O:23])C.CC(C)([O-])C.[K+]. (6) Given the product [CH2:11]([S:10][C:3]1[CH:4]=[C:5]([C:6]#[N:7])[CH:8]=[CH:9][C:2]=1[NH:1][S:27]([C:19]1[O:18][C:22]2[CH:23]=[CH:24][CH:25]=[CH:26][C:21]=2[CH:20]=1)(=[O:28])=[O:29])[C:12]1[CH:17]=[CH:16][CH:15]=[CH:14][CH:13]=1, predict the reactants needed to synthesize it. The reactants are: [NH2:1][C:2]1[CH:9]=[CH:8][C:5]([C:6]#[N:7])=[CH:4][C:3]=1[S:10][CH2:11][C:12]1[CH:17]=[CH:16][CH:15]=[CH:14][CH:13]=1.[O:18]1[C:22]2[CH:23]=[CH:24][CH:25]=[CH:26][C:21]=2[CH:20]=[C:19]1[S:27](Cl)(=[O:29])=[O:28]. (7) Given the product [F:32][C:2]1[C:3]([B:12]2[O:16][C:15]([CH3:18])([CH3:17])[C:14]([CH3:20])([CH3:19])[O:13]2)=[CH:4][C:5]2[NH:10][CH2:9][CH2:8][O:7][C:6]=2[CH:11]=1, predict the reactants needed to synthesize it. The reactants are: C[C:2]1[C:3]([B:12]2[O:16][C:15]([CH3:18])([CH3:17])[C:14]([CH3:20])([CH3:19])[O:13]2)=[CH:4][C:5]2[NH:10][CH2:9][CH2:8][O:7][C:6]=2[CH:11]=1.BrC1C([F:32])=CC2OCCNC=2C=1. (8) Given the product [C:20]([CH:22]1[CH2:27][CH2:26][CH:25]([CH2:28][NH:29][C:17]([C:15]2[CH:16]=[C:11]([C:5]3[CH:4]=[C:3]([CH2:1][CH3:2])[C:8](=[O:9])[NH:7][C:6]=3[CH3:10])[CH:12]=[N:13][CH:14]=2)=[O:19])[CH2:24][CH2:23]1)#[N:21], predict the reactants needed to synthesize it. The reactants are: [CH2:1]([C:3]1[C:8](=[O:9])[NH:7][C:6]([CH3:10])=[C:5]([C:11]2[CH:12]=[N:13][CH:14]=[C:15]([C:17]([OH:19])=O)[CH:16]=2)[CH:4]=1)[CH3:2].[C:20]([CH:22]1[CH2:27][CH2:26][CH:25]([CH2:28][NH2:29])[CH2:24][CH2:23]1)#[N:21]. (9) Given the product [NH2:1][C:2]1[CH:14]=[CH:13][C:12]([Br:22])=[CH:11][C:3]=1[C:4]([O:6][C:7]([CH3:10])([CH3:9])[CH3:8])=[O:5], predict the reactants needed to synthesize it. The reactants are: [NH2:1][C:2]1[CH:14]=[CH:13][CH:12]=[CH:11][C:3]=1[C:4]([O:6][C:7]([CH3:10])([CH3:9])[CH3:8])=[O:5].C1C(=O)N([Br:22])C(=O)C1.